This data is from Cav3 T-type calcium channel HTS with 100,875 compounds. The task is: Binary Classification. Given a drug SMILES string, predict its activity (active/inactive) in a high-throughput screening assay against a specified biological target. (1) The drug is Clc1c(c2n(N)c(SCC(OC(C)C)=O)nn2)ccc(Cl)c1. The result is 0 (inactive). (2) The drug is O(CCn1c2c(n(CCCC)c(=O)[nH]c2=O)nc1c1ccncc1)C. The result is 0 (inactive).